Dataset: Full USPTO retrosynthesis dataset with 1.9M reactions from patents (1976-2016). Task: Predict the reactants needed to synthesize the given product. (1) Given the product [C:10]([O:14][C:15]([N:17]1[CH2:22][CH2:21][C:20]([C:23]2[CH:28]=[CH:27][C:26]([CH:29]([F:31])[F:30])=[CH:25][CH:24]=2)([CH:32]=[O:36])[CH2:19][CH2:18]1)=[O:16])([CH3:13])([CH3:12])[CH3:11], predict the reactants needed to synthesize it. The reactants are: CC(C[AlH]CC(C)C)C.[C:10]([O:14][C:15]([N:17]1[CH2:22][CH2:21][C:20]([C:32]#N)([C:23]2[CH:28]=[CH:27][C:26]([CH:29]([F:31])[F:30])=[CH:25][CH:24]=2)[CH2:19][CH2:18]1)=[O:16])([CH3:13])([CH3:12])[CH3:11].C([O:36]CC)C. (2) Given the product [Cl:6][C:7]1[N:15]=[C:14]2[C:10]([N:11]=[C:12]([C:32]([OH:33])([CH3:34])[CH3:31])[N:13]2[CH:16]2[CH2:21][CH2:20][CH2:19][CH2:18][O:17]2)=[C:9]([Cl:22])[N:8]=1, predict the reactants needed to synthesize it. The reactants are: [Li]CCCC.[Cl:6][C:7]1[N:15]=[C:14]2[C:10]([N:11]=[CH:12][N:13]2[CH:16]2[CH2:21][CH2:20][CH2:19][CH2:18][O:17]2)=[C:9]([Cl:22])[N:8]=1.CN(CCN(C)C)C.[CH3:31][C:32]([CH3:34])=[O:33]. (3) Given the product [F:52][C:44]1[CH:45]=[CH:46][C:47]2[N:48]([CH:49]=[CH:50][N:51]=2)[C:43]=1[C:11]1[N:12]=[C:7]([N:1]2[CH2:2][CH2:3][O:4][CH2:5][CH2:6]2)[C:8]2[S:28][C:27]([CH2:29][N:30]3[CH2:31][CH2:32][N:33]([C:36]([CH3:41])([CH3:40])[C:37]([NH2:39])=[O:38])[CH2:34][CH2:35]3)=[CH:26][C:9]=2[N:10]=1, predict the reactants needed to synthesize it. The reactants are: [N:1]1([C:7]2[C:8]3[S:28][C:27]([CH2:29][N:30]4[CH2:35][CH2:34][N:33]([C:36]([CH3:41])([CH3:40])[C:37]([NH2:39])=[O:38])[CH2:32][CH2:31]4)=[CH:26][C:9]=3[N:10]=[C:11]([Sn](CCCC)(CCCC)CCCC)[N:12]=2)[CH2:6][CH2:5][O:4][CH2:3][CH2:2]1.Br[C:43]1[N:48]2[CH:49]=[CH:50][N:51]=[C:47]2[CH:46]=[CH:45][C:44]=1[F:52]. (4) Given the product [Br:17][C:14]1[S:13][C:12]([C:2]2[S:1][C:5]([CH:6]=[C:7]([C:10]#[N:11])[C:8]#[N:9])=[CH:4][CH:3]=2)=[CH:16][CH:15]=1, predict the reactants needed to synthesize it. The reactants are: [S:1]1[C:5]([CH:6]=[C:7]([C:10]#[N:11])[C:8]#[N:9])=[CH:4][CH:3]=[C:2]1[C:12]1[S:13][CH:14]=[CH:15][CH:16]=1.[Br:17]N1C(=O)CCC1=O. (5) Given the product [OH:21][B:17]1[C:7]2[C:8]([CH2:12][CH2:13][C:14](=[O:16])[CH3:15])=[CH:9][CH:10]=[CH:11][C:6]=2[CH2:19][O:18]1, predict the reactants needed to synthesize it. The reactants are: C(OC[C:6]1[CH:11]=[CH:10][CH:9]=[C:8]([CH2:12][CH2:13][C:14](=[O:16])[CH3:15])[C:7]=1[B:17]1[O:21]C(C)(C)[C:19](C)(C)[O:18]1)(=O)C.[OH-].[Na+].C1COCC1.Cl. (6) Given the product [CH3:1][O:2][C:3]1[CH:4]=[C:5]([CH:9]=[CH:10][C:11]=1[O:12][CH3:13])[C:6]([N:47]1[CH2:48][CH2:49][CH2:50][CH:46]1[C:42]1[CH:41]=[C:40]([CH:45]=[CH:44][CH:43]=1)[C:39]([NH:38][C:36]1[S:37][C:31]2[CH2:30][N:29]([CH3:28])[CH2:34][CH2:33][C:32]=2[N:35]=1)=[O:51])=[O:8], predict the reactants needed to synthesize it. The reactants are: [CH3:1][O:2][C:3]1[CH:4]=[C:5]([CH:9]=[CH:10][C:11]=1[O:12][CH3:13])[C:6]([OH:8])=O.C1N=CN(C(N2C=NC=C2)=O)C=1.Cl.Cl.[CH3:28][N:29]1[CH2:34][CH2:33][C:32]2[N:35]=[C:36]([NH:38][C:39](=[O:51])[C:40]3[CH:45]=[CH:44][CH:43]=[C:42]([CH:46]4[CH2:50][CH2:49][CH2:48][NH:47]4)[CH:41]=3)[S:37][C:31]=2[CH2:30]1.CCN(CC)CC.